The task is: Regression/Classification. Given a drug SMILES string, predict its toxicity properties. Task type varies by dataset: regression for continuous values (e.g., LD50, hERG inhibition percentage) or binary classification for toxic/non-toxic outcomes (e.g., AMES mutagenicity, cardiotoxicity, hepatotoxicity). Dataset: ames.. This data is from Ames mutagenicity test results for genotoxicity prediction. The drug is CC(C)OC(=O)C(C)(C)Oc1ccc(C(=O)c2ccc(Cl)cc2)cc1. The result is 0 (non-mutagenic).